Dataset: Reaction yield outcomes from USPTO patents with 853,638 reactions. Task: Predict the reaction yield, written as a fraction of the theoretical maximum amount of product (1.0 means a 100% yield; for example, 0.34 means a 34% yield). (1) The reactants are [Br:1][C:2]1[N:6]2[C:7](Br)=[CH:8][N:9]=[CH:10][C:5]2=[N:4][CH:3]=1.[CH2:12]([NH2:14])[CH3:13].C1COCC1. The product is [Br:1][C:2]1[N:6]2[CH:7]=[CH:8][N:9]=[C:10]([NH:14][CH2:12][CH3:13])[C:5]2=[N:4][CH:3]=1. The catalyst is C(Cl)Cl.O. The yield is 0.530. (2) The reactants are [N:1]([CH2:4][CH:5]1[CH2:9][C:8]2[CH:10]=[C:11]([Cl:21])[CH:12]=[C:13]([C:14]3[CH:19]=[CH:18][CH:17]=[C:16]([Cl:20])[CH:15]=3)[C:7]=2[O:6]1)=[N+]=[N-]. The catalyst is [Pt]. The product is [Cl:21][C:11]1[CH:12]=[C:13]([C:14]2[CH:19]=[CH:18][CH:17]=[C:16]([Cl:20])[CH:15]=2)[C:7]2[O:6][CH:5]([CH2:4][NH2:1])[CH2:9][C:8]=2[CH:10]=1. The yield is 0.500. (3) The catalyst is CN(C=O)C.O. The reactants are Cl[CH2:2][CH2:3][N:4]1[CH2:8][CH2:7][CH2:6][CH2:5]1.[OH:9][C:10]1[CH:17]=[CH:16][C:13]([CH:14]=[O:15])=[CH:12][CH:11]=1.C(=O)([O-])[O-].[K+].[K+]. The yield is 0.530. The product is [N:4]1([CH2:3][CH2:2][O:9][C:10]2[CH:17]=[CH:16][C:13]([CH:14]=[O:15])=[CH:12][CH:11]=2)[CH2:8][CH2:7][CH2:6][CH2:5]1. (4) The yield is 0.270. The reactants are [CH3:1][O:2][C:3]1[CH:8]=[C:7]([N+:9]([O-:11])=[O:10])[CH:6]=[CH:5][C:4]=1B1OC(C)(C)C(C)(C)O1.Br[C:22]1[CH:27]=[CH:26][N:25]=[N:24][CH:23]=1.C(=O)([O-])[O-].[Cs+].[Cs+]. The catalyst is [Cu]Cl.C1C=CC(P(C2C=CC=CC=2)[C-]2C=CC=C2)=CC=1.C1C=CC(P(C2C=CC=CC=2)[C-]2C=CC=C2)=CC=1.[Fe+2].CC([O-])=O.CC([O-])=O.[Pd+2].CN(C=O)C. The product is [CH3:1][O:2][C:3]1[CH:8]=[C:7]([N+:9]([O-:11])=[O:10])[CH:6]=[CH:5][C:4]=1[C:22]1[CH:27]=[CH:26][N:25]=[N:24][CH:23]=1. (5) The reactants are Cl[C:2]1[CH:3]=[C:4]([CH:7]=[CH:8][CH:9]=1)[C:5]#[N:6].[NH:10]1[CH2:14][CH2:13][CH2:12][CH2:11]1.C([O-])([O-])=O.[Cs+].[Cs+]. The catalyst is C1C=CC(/C=C/C(/C=C/C2C=CC=CC=2)=O)=CC=1.C1C=CC(/C=C/C(/C=C/C2C=CC=CC=2)=O)=CC=1.C1C=CC(/C=C/C(/C=C/C2C=CC=CC=2)=O)=CC=1.[Pd].[Pd].CC1(C)C2C(=C(P(C3C=CC=CC=3)C3C=CC=CC=3)C=CC=2)OC2C(P(C3C=CC=CC=3)C3C=CC=CC=3)=CC=CC1=2.O1CCOCC1. The product is [N:10]1([C:2]2[CH:3]=[C:4]([CH:7]=[CH:8][CH:9]=2)[C:5]#[N:6])[CH2:14][CH2:13][CH2:12][CH2:11]1. The yield is 0.520. (6) The reactants are [F:1][C:2]1[CH:7]=[CH:6][CH:5]=[C:4]([F:8])[C:3]=1[S:9]([NH:12][C:13]1[CH:14]=[C:15]([CH:21]=[CH:22][C:23]=1[F:24])[C:16](OCC)=[O:17])(=[O:11])=[O:10].[Li+].C[Si]([N-][Si](C)(C)C)(C)C.[Cl:35][C:36]1[N:41]=[C:40]([CH3:42])[CH:39]=[CH:38][N:37]=1. The catalyst is C1COCC1. The product is [Cl:35][C:36]1[N:41]=[C:40]([CH2:42][C:16]([C:15]2[CH:21]=[CH:22][C:23]([F:24])=[C:13]([NH:12][S:9]([C:3]3[C:2]([F:1])=[CH:7][CH:6]=[CH:5][C:4]=3[F:8])(=[O:11])=[O:10])[CH:14]=2)=[O:17])[CH:39]=[CH:38][N:37]=1. The yield is 0.500. (7) The reactants are N[C:2]1[CH:3]=[CH:4][C:5]([Cl:8])=[N:6][CH:7]=1.N([O-])=O.[Na+].[S:13](=[O:15])=[O:14].[ClH:16]. No catalyst specified. The product is [Cl:8][C:5]1[N:6]=[CH:7][C:2]([S:13]([Cl:16])(=[O:15])=[O:14])=[CH:3][CH:4]=1. The yield is 0.580. (8) The reactants are Cl[CH2:2][CH2:3][O:4][C:5]1[CH:14]=[C:13]2[C:8]([C:9]([O:15][C:16]3[CH:21]=[C:20]([CH3:22])[C:19]([CH3:23])=[CH:18][C:17]=3[C:24](=[O:26])[CH3:25])=[CH:10][CH:11]=[N:12]2)=[CH:7][C:6]=1[O:27][CH3:28].[NH:29]1[CH2:34][CH2:33][O:32][CH2:31][CH2:30]1.C(=O)([O-])[O-].[K+].[K+].O. The catalyst is CN(C)C=O. The product is [CH3:28][O:27][C:6]1[CH:7]=[C:8]2[C:13](=[CH:14][C:5]=1[O:4][CH2:3][CH2:2][N:29]1[CH2:34][CH2:33][O:32][CH2:31][CH2:30]1)[N:12]=[CH:11][CH:10]=[C:9]2[O:15][C:16]1[CH:21]=[C:20]([CH3:22])[C:19]([CH3:23])=[CH:18][C:17]=1[C:24](=[O:26])[CH3:25]. The yield is 0.310. (9) The reactants are C([O:3][C:4](=[O:33])[CH2:5][N:6]([S:27]([N:30]([CH3:32])[CH3:31])(=[O:29])=[O:28])[CH2:7][C:8]1[CH:13]=[CH:12][CH:11]=[C:10]([O:14][CH2:15][C:16]2[N:17]=[C:18]([C:22]3[S:23][CH:24]=[CH:25][CH:26]=3)[O:19][C:20]=2[CH3:21])[CH:9]=1)C.O.[OH-].[Li+]. No catalyst specified. The product is [CH3:31][N:30]([S:27]([N:6]([CH2:5][C:4]([OH:33])=[O:3])[CH2:7][C:8]1[CH:13]=[CH:12][CH:11]=[C:10]([O:14][CH2:15][C:16]2[N:17]=[C:18]([C:22]3[S:23][CH:24]=[CH:25][CH:26]=3)[O:19][C:20]=2[CH3:21])[CH:9]=1)(=[O:29])=[O:28])[CH3:32]. The yield is 0.990.